Task: Predict which catalyst facilitates the given reaction.. Dataset: Catalyst prediction with 721,799 reactions and 888 catalyst types from USPTO (1) Reactant: [NH2:1][C:2]1[N:7]=[C:6]([C:8]2[O:9][CH:10]=[CH:11][CH:12]=2)[C:5]([C:13]#[N:14])=[C:4]([O:15][CH2:16][C:17]2[CH:22]=[CH:21][C:20]([CH3:23])=[CH:19][N:18]=2)[N:3]=1.[Cl:24]N1C(=O)CCC1=O. Product: [NH2:1][C:2]1[N:7]=[C:6]([C:8]2[O:9][C:10]([Cl:24])=[CH:11][CH:12]=2)[C:5]([C:13]#[N:14])=[C:4]([O:15][CH2:16][C:17]2[CH:22]=[CH:21][C:20]([CH3:23])=[CH:19][N:18]=2)[N:3]=1. The catalyst class is: 3. (2) Reactant: [F:1][C:2]([F:13])([F:12])[C:3]1[CH:4]=[C:5]([CH:9]=[CH:10][CH:11]=1)[C:6]([OH:8])=O.C1CCC(N=C=NC2CCCCC2)CC1.[C:29]([O:32][C@H:33]([C:36]#[C:37][C:38]#[C:39][C@H:40]([NH2:50])[CH2:41][CH2:42][CH2:43][CH2:44][CH2:45][CH2:46][CH2:47][CH2:48][CH3:49])[CH:34]=[CH2:35])(=[O:31])[CH3:30]. Product: [C:29]([O:32][C@H:33]([C:36]#[C:37][C:38]#[C:39][C@H:40]([NH:50][C:6](=[O:8])[C:5]1[CH:9]=[CH:10][CH:11]=[C:3]([C:2]([F:1])([F:13])[F:12])[CH:4]=1)[CH2:41][CH2:42][CH2:43][CH2:44][CH2:45][CH2:46][CH2:47][CH2:48][CH3:49])[CH:34]=[CH2:35])(=[O:31])[CH3:30]. The catalyst class is: 64. (3) Reactant: [CH3:1][C:2]1[C:11]([N+:12]([O-])=O)=[CH:10][C:9]([C:15]([F:18])([F:17])[F:16])=[CH:8][C:3]=1[C:4]([O:6][CH3:7])=[O:5].[Cl-].[NH4+]. Product: [NH2:12][C:11]1[C:2]([CH3:1])=[C:3]([CH:8]=[C:9]([C:15]([F:16])([F:17])[F:18])[CH:10]=1)[C:4]([O:6][CH3:7])=[O:5]. The catalyst class is: 190. (4) Reactant: [N:1]1[CH:6]=[CH:5][CH:4]=[C:3]([N:7]2[CH:11]=[C:10]([NH2:12])[CH:9]=[N:8]2)[CH:2]=1.[CH3:13][C:14]([CH3:16])=O.FC(F)(F)C(O)=O.C(O[BH-](OC(=O)C)OC(=O)C)(=O)C.[Na+]. Product: [CH:14]([NH:12][C:10]1[CH:9]=[N:8][N:7]([C:3]2[CH:2]=[N:1][CH:6]=[CH:5][CH:4]=2)[CH:11]=1)([CH3:16])[CH3:13]. The catalyst class is: 480. (5) Product: [C:12]([C:16]1[Se:20][C:19]([C:21]([NH2:23])=[O:22])=[C:18]([NH:24][C:2]2[C:3]3[CH:11]=[CH:10][CH:9]=[N:8][C:4]=3[N:5]=[CH:6][N:7]=2)[CH:17]=1)([CH3:15])([CH3:13])[CH3:14]. The catalyst class is: 32. Reactant: Cl[C:2]1[C:3]2[CH:11]=[CH:10][CH:9]=[N:8][C:4]=2[N:5]=[CH:6][N:7]=1.[C:12]([C:16]1[Se:20][C:19]([C:21]([NH2:23])=[O:22])=[C:18]([NH2:24])[CH:17]=1)([CH3:15])([CH3:14])[CH3:13]. (6) Reactant: [C:1]([O:5][C:6](=[O:35])[NH:7][C:8]1[S:9][C:10]([CH:14]([C:16]2[C:24]3[C:19](=[N:20][CH:21]=[C:22]([Cl:25])[CH:23]=3)[N:18]([S:26]([C:29]3[CH:34]=[CH:33][CH:32]=[CH:31][CH:30]=3)(=[O:28])=[O:27])[CH:17]=2)O)=[C:11]([Cl:13])[N:12]=1)([CH3:4])([CH3:3])[CH3:2].C([SiH](CC)CC)C.FC(F)(F)C(O)=O. The catalyst class is: 4. Product: [C:1]([O:5][C:6](=[O:35])[NH:7][C:8]1[S:9][C:10]([CH2:14][C:16]2[C:24]3[C:19](=[N:20][CH:21]=[C:22]([Cl:25])[CH:23]=3)[N:18]([S:26]([C:29]3[CH:34]=[CH:33][CH:32]=[CH:31][CH:30]=3)(=[O:27])=[O:28])[CH:17]=2)=[C:11]([Cl:13])[N:12]=1)([CH3:4])([CH3:2])[CH3:3]. (7) Product: [CH3:4][O:5][C:6]1[CH:7]=[CH:8][CH:9]=[C:10]2[C:14]=1[NH:13][CH:12]=[C:11]2[C:15](=[O:17])[CH3:16]. The catalyst class is: 2. Reactant: C[Mg+].[Br-].[CH3:4][O:5][C:6]1[CH:7]=[CH:8][CH:9]=[C:10]2[C:14]=1[NH:13][CH:12]=[CH:11]2.[C:15](Cl)(=[O:17])[CH3:16].Cl. (8) Reactant: [NH2:1][C:2]1[CH:11]=[CH:10][CH:9]=[CH:8][C:3]=1[C:4]([O:6]C)=O.[Cl:12][C:13]1[CH:18]=[C:17]([I:19])[CH:16]=[CH:15][C:14]=1[N:20]=[C:21]=[O:22].C(N(CC)CC)C. Product: [Cl:12][C:13]1[CH:18]=[C:17]([I:19])[CH:16]=[CH:15][C:14]=1[N:20]1[C:4](=[O:6])[C:3]2[C:2](=[CH:11][CH:10]=[CH:9][CH:8]=2)[NH:1][C:21]1=[O:22]. The catalyst class is: 12. (9) Reactant: [CH3:1][C:2]1[S:6][C:5]([C:7]2[CH:8]=[C:9]([CH2:13][OH:14])[CH:10]=[CH:11][CH:12]=2)=[N:4][CH:3]=1. Product: [CH3:1][C:2]1[S:6][C:5]([C:7]2[CH:8]=[C:9]([CH:10]=[CH:11][CH:12]=2)[CH:13]=[O:14])=[N:4][CH:3]=1. The catalyst class is: 177.